Dataset: Peptide-MHC class II binding affinity with 134,281 pairs from IEDB. Task: Regression. Given a peptide amino acid sequence and an MHC pseudo amino acid sequence, predict their binding affinity value. This is MHC class II binding data. (1) The peptide sequence is KKPFMKMNISVIMLLVS. The MHC is DRB1_1101 with pseudo-sequence DRB1_1101. The binding affinity (normalized) is 0. (2) The MHC is DRB1_0101 with pseudo-sequence DRB1_0101. The binding affinity (normalized) is 0.445. The peptide sequence is IDLWSYNAELLVALE. (3) The peptide sequence is FGQNTSAIAAAEAQY. The MHC is HLA-DPA10201-DPB11401 with pseudo-sequence HLA-DPA10201-DPB11401. The binding affinity (normalized) is 0.0311. (4) The peptide sequence is AHTLIMIGSNASDRM. The MHC is DRB1_1501 with pseudo-sequence DRB1_1501. The binding affinity (normalized) is 0.854. (5) The binding affinity (normalized) is 0.510. The MHC is HLA-DQA10102-DQB10501 with pseudo-sequence HLA-DQA10102-DQB10501. The peptide sequence is GKNLVFSPGRKNGSF. (6) The peptide sequence is WIEQEGPEYK. The MHC is HLA-DQA10501-DQB10201 with pseudo-sequence HLA-DQA10501-DQB10201. The binding affinity (normalized) is 0.138.